From a dataset of Catalyst prediction with 721,799 reactions and 888 catalyst types from USPTO. Predict which catalyst facilitates the given reaction. (1) Reactant: [Cl:1][C:2]1[C:3]([NH:12][C@H:13]2[CH2:17][CH2:16][CH2:15][C@@H:14]2[NH:18]C(=O)OC(C)(C)C)=[N:4][CH:5]=[C:6]([C:8]([F:11])([F:10])[F:9])[CH:7]=1.Cl. Product: [ClH:1].[Cl:1][C:2]1[C:3]([NH:12][C@H:13]2[CH2:17][CH2:16][CH2:15][C@@H:14]2[NH2:18])=[N:4][CH:5]=[C:6]([C:8]([F:11])([F:9])[F:10])[CH:7]=1. The catalyst class is: 12. (2) Reactant: [Cl:1][C:2]1[N:3]=[C:4](Cl)[C:5]2[CH2:11][O:10][CH2:9][CH:8]([C:12]3[CH:17]=[CH:16][C:15]([O:18][C:19]([F:22])([F:21])[F:20])=[CH:14][CH:13]=3)[C:6]=2[N:7]=1.[CH3:24][NH2:25]. Product: [Cl:1][C:2]1[N:3]=[C:4]([NH:25][CH3:24])[C:5]2[CH2:11][O:10][CH2:9][CH:8]([C:12]3[CH:17]=[CH:16][C:15]([O:18][C:19]([F:22])([F:21])[F:20])=[CH:14][CH:13]=3)[C:6]=2[N:7]=1. The catalyst class is: 5. (3) Reactant: C(OC([N:8]1[CH2:12][C@@H:11]([CH2:13][N:14]([CH:31]([CH3:33])[CH3:32])[C:15](=[O:30])[C:16]2[CH:21]=[CH:20][C:19]([O:22][CH3:23])=[C:18]([O:24][CH2:25][CH2:26][CH2:27][O:28][CH3:29])[CH:17]=2)[C@H:10]([NH2:34])[CH2:9]1)=O)(C)(C)C.Br[CH2:36][C:37]([NH:39][CH2:40][CH:41]1[CH2:46][CH2:45][CH2:44][CH2:43][CH2:42]1)=[O:38].CC#N.O. Product: [CH:41]1([CH2:40][NH:39][C:37]([CH2:36][NH:34][C@@H:10]2[CH2:9][NH:8][CH2:12][C@H:11]2[CH2:13][N:14]([CH:31]([CH3:32])[CH3:33])[C:15](=[O:30])[C:16]2[CH:21]=[CH:20][C:19]([O:22][CH3:23])=[C:18]([O:24][CH2:25][CH2:26][CH2:27][O:28][CH3:29])[CH:17]=2)=[O:38])[CH2:46][CH2:45][CH2:44][CH2:43][CH2:42]1. The catalyst class is: 23. (4) Reactant: [NH2:1][C:2]1[N:7]=[CH:6][N:5]=[C:4]2[N:8]([CH:32]3[CH2:37][CH2:36][N:35]([CH3:38])[CH2:34][CH2:33]3)[N:9]=[C:10]([C:11]3[CH:16]=[CH:15][C:14]([NH:17][C:18](=[O:29])[C:19]4[CH:24]=[CH:23][C:22]([C:25]([F:28])([F:27])[F:26])=[CH:21][CH:20]=4)=[C:13]([O:30][CH3:31])[CH:12]=3)[C:3]=12.[C:39]([OH:46])(=[O:45])/[CH:40]=[CH:41]\[C:42]([OH:44])=[O:43]. Product: [C:39]([OH:46])(=[O:45])/[CH:40]=[CH:41]\[C:42]([OH:44])=[O:43].[C:39]([OH:46])(=[O:45])/[CH:40]=[CH:41]\[C:42]([OH:44])=[O:43].[C:39]([OH:46])(=[O:45])/[CH:40]=[CH:41]\[C:42]([OH:44])=[O:43].[NH2:1][C:2]1[N:7]=[CH:6][N:5]=[C:4]2[N:8]([CH:32]3[CH2:37][CH2:36][N:35]([CH3:38])[CH2:34][CH2:33]3)[N:9]=[C:10]([C:11]3[CH:16]=[CH:15][C:14]([NH:17][C:18](=[O:29])[C:19]4[CH:24]=[CH:23][C:22]([C:25]([F:27])([F:28])[F:26])=[CH:21][CH:20]=4)=[C:13]([O:30][CH3:31])[CH:12]=3)[C:3]=12. The catalyst class is: 13. (5) Reactant: [NH:1]1[C:9]2[C:4](=[CH:5][CH:6]=[CH:7][CH:8]=2)[CH2:3][C:2]1=[O:10].[NH:11]1[C:15]2[CH:16]=[CH:17][C:18]([CH:20]=O)=[CH:19][C:14]=2[N:13]=[N:12]1.N1CCCCC1. The catalyst class is: 14. Product: [NH:11]1[C:15]2[CH:16]=[CH:17][C:18](/[CH:20]=[C:3]3/[C:2](=[O:10])[NH:1][C:9]4[C:4]/3=[CH:5][CH:6]=[CH:7][CH:8]=4)=[CH:19][C:14]=2[N:13]=[N:12]1.